This data is from Forward reaction prediction with 1.9M reactions from USPTO patents (1976-2016). The task is: Predict the product of the given reaction. (1) Given the reactants [OH:1][C:2]1[CH:12]=[CH:11][C:5]([C:6]([O:8][CH2:9][CH3:10])=[O:7])=[CH:4][CH:3]=1.Br[CH2:14][C:15]([O:17]C(C)(C)C)=[O:16].C(O)(C(F)(F)F)=O, predict the reaction product. The product is: [CH2:9]([O:8][C:6]([C:5]1[CH:4]=[CH:3][C:2]([O:1][CH2:14][C:15]([OH:17])=[O:16])=[CH:12][CH:11]=1)=[O:7])[CH3:10]. (2) Given the reactants C(O)(C(F)(F)F)=O.[N:8]1([CH2:13][CH2:14][O:15][CH:16]2[CH2:33][CH2:32][C:19]3([CH2:24][CH2:23][N:22](C(OC(C)(C)C)=O)[CH2:21][CH2:20]3)[CH2:18][CH2:17]2)[CH:12]=[CH:11][N:10]=[CH:9]1, predict the reaction product. The product is: [N:8]1([CH2:13][CH2:14][O:15][CH:16]2[CH2:33][CH2:32][C:19]3([CH2:24][CH2:23][NH:22][CH2:21][CH2:20]3)[CH2:18][CH2:17]2)[CH:12]=[CH:11][N:10]=[CH:9]1. (3) Given the reactants [C:1]([C:5]1[CH:6]=[C:7]([C:49](=[O:52])[NH:50][CH3:51])[C:8]([O:47][CH3:48])=[C:9]([NH:11][C:12](=[O:46])[NH:13][C:14]2[C:23]3[C:18](=[CH:19][CH:20]=[CH:21][CH:22]=3)[C:17]([O:24][C:25]3[CH:30]=[CH:29][N:28]=[C:27]([NH:31][C:32]4[CH:37]=[CH:36][C:35]([P:38]([CH3:43])(=[O:42])[O:39]CC)=[C:34]([O:44][CH3:45])[CH:33]=4)[CH:26]=3)=[CH:16][CH:15]=2)[CH:10]=1)([CH3:4])([CH3:3])[CH3:2].[OH-].[Na+].C(O)(=O)C, predict the reaction product. The product is: [C:1]([C:5]1[CH:6]=[C:7]([C:49](=[O:52])[NH:50][CH3:51])[C:8]([O:47][CH3:48])=[C:9]([NH:11][C:12]([NH:13][C:14]2[C:23]3[C:18](=[CH:19][CH:20]=[CH:21][CH:22]=3)[C:17]([O:24][C:25]3[CH:30]=[CH:29][N:28]=[C:27]([NH:31][C:32]4[CH:37]=[CH:36][C:35]([P:38]([CH3:43])(=[O:39])[OH:42])=[C:34]([O:44][CH3:45])[CH:33]=4)[CH:26]=3)=[CH:16][CH:15]=2)=[O:46])[CH:10]=1)([CH3:4])([CH3:2])[CH3:3]. (4) Given the reactants [Cl:1][C:2]1[CH:3]=[C:4]([C:9](=O)[C:10]([OH:12])=O)[CH:5]=[C:6]([Cl:8])[CH:7]=1.S(=O)(=O)(O)O.[NH:19]([C:21]([S:23][CH3:24])=[NH:22])[NH2:20], predict the reaction product. The product is: [Cl:1][C:2]1[CH:3]=[C:4]([C:9]2[N:20]=[N:19][C:21]([S:23][CH3:24])=[N:22][C:10]=2[OH:12])[CH:5]=[C:6]([Cl:8])[CH:7]=1. (5) Given the reactants [CH3:1][S:2]([C:5]1[CH:15]=[C:14]([N:16]2[C@H:20]([CH3:21])[CH2:19][CH2:18][S:17]2(=[O:23])=[O:22])[CH:13]=[CH:12][C:6]=1[C:7](OCC)=[O:8])(=[O:4])=[O:3].[CH:24]1([C:27]2[C:28]([N:37]3[CH2:42][CH2:41][NH:40][CH2:39][CH2:38]3)=[N:29][CH:30]=[C:31]([C:33]([F:36])([F:35])[F:34])[CH:32]=2)[CH2:26][CH2:25]1, predict the reaction product. The product is: [CH:24]1([C:27]2[C:28]([N:37]3[CH2:42][CH2:41][N:40]([C:7]([C:6]4[CH:12]=[CH:13][C:14]([N:16]5[C@H:20]([CH3:21])[CH2:19][CH2:18][S:17]5(=[O:22])=[O:23])=[CH:15][C:5]=4[S:2]([CH3:1])(=[O:3])=[O:4])=[O:8])[CH2:39][CH2:38]3)=[N:29][CH:30]=[C:31]([C:33]([F:36])([F:34])[F:35])[CH:32]=2)[CH2:25][CH2:26]1.